From a dataset of Forward reaction prediction with 1.9M reactions from USPTO patents (1976-2016). Predict the product of the given reaction. (1) Given the reactants ClC1C=CC=CC=1C(Cl)(C1C=CC=CC=1)C1C=CC=CC=1.[CH3:22][C:23]([CH3:30])([C:27](O)=[O:28])[C:24]([OH:26])=[O:25].CCN(C(C)C)C(C)C.C1C=NC2N(O)N=NC=2C=1.CC(C)N=C=NC(C)C.[NH2:59][CH2:60][C:61]1[CH:66]=[CH:65][CH:64]=[CH:63][N:62]=1, predict the reaction product. The product is: [CH3:22][C:23]([CH3:30])([C:27]([NH:59][CH2:60][C:61]1[CH:66]=[CH:65][CH:64]=[CH:63][N:62]=1)=[O:28])[C:24]([OH:26])=[O:25]. (2) Given the reactants [CH2:1]([C:9]1[C:10]([C:22]([F:25])([F:24])[F:23])=[C:11]2[C:15]3=[C:16]([CH2:18][NH:19][CH2:20][CH2:21][N:14]3[CH:13]=[CH:12]2)[CH:17]=1)[CH2:2][C:3]1[CH:8]=[CH:7][CH:6]=[CH:5][CH:4]=1.[C:26]([NH:33][C:34]([NH:36][C:37]([O:39][C:40]([CH3:43])([CH3:42])[CH3:41])=[O:38])=S)([O:28][C:29]([CH3:32])([CH3:31])[CH3:30])=[O:27].C(N(CC)CC)C.C(OCC)(=O)C, predict the reaction product. The product is: [C:40]([O:39][C:37](=[O:38])[NH:36]/[C:34](=[N:33]\[C:26]([O:28][C:29]([CH3:32])([CH3:31])[CH3:30])=[O:27])/[CH:20]1[NH:19][CH2:18][C:16]2=[C:15]3[C:11](=[C:10]([C:22]([F:25])([F:24])[F:23])[C:9]([CH2:1][CH2:2][C:3]4[CH:4]=[CH:5][CH:6]=[CH:7][CH:8]=4)=[CH:17]2)[CH:12]=[CH:13][N:14]3[CH2:21]1)([CH3:43])([CH3:42])[CH3:41]. (3) Given the reactants [CH2:1]([C@@H:4]1[CH2:9][C@H:8]([C:10]2[CH:15]=[CH:14][CH:13]=[C:12]([Cl:16])[CH:11]=2)[C@@H:7]([C:17]2[CH:22]=[CH:21][C:20]([Cl:23])=[CH:19][CH:18]=2)[N:6]([C@@H:24]([CH2:32][CH3:33])[C:25]([O:27]C(C)(C)C)=[O:26])[C:5]1=[O:34])[CH:2]=[CH2:3].FC(F)(F)C(O)=O, predict the reaction product. The product is: [CH2:1]([C@H:4]1[CH2:9][C@H:8]([C:10]2[CH:15]=[CH:14][CH:13]=[C:12]([Cl:16])[CH:11]=2)[C@@H:7]([C:17]2[CH:18]=[CH:19][C:20]([Cl:23])=[CH:21][CH:22]=2)[N:6]([C@H:24]([CH2:32][CH3:33])[C:25]([OH:27])=[O:26])[C:5]1=[O:34])[CH:2]=[CH2:3]. (4) Given the reactants [CH3:1][O:2][C:3]1[C:4]([CH3:12])=[C:5]([CH:9]=[CH:10][CH:11]=1)[C:6]([OH:8])=O.[NH:13]1[CH2:18][CH2:17][O:16][CH2:15][CH2:14]1.ON1C2C=CC=CC=2N=N1.Cl.C(N=C=NCCCN(C)C)C, predict the reaction product. The product is: [CH3:1][O:2][C:3]1[C:4]([CH3:12])=[C:5]([CH:9]=[CH:10][CH:11]=1)[C:6]([N:13]1[CH2:18][CH2:17][O:16][CH2:15][CH2:14]1)=[O:8]. (5) Given the reactants [Br:1][C:2]1[C:3](=[O:16])[N:4]([CH:10]2[CH2:15][CH2:14][CH2:13][CH2:12][CH2:11]2)[N:5]([CH3:9])[C:6]=1[CH2:7]Br.[CH2:17]([CH:24]1[CH2:29][CH2:28][NH:27][CH2:26][CH2:25]1)[C:18]1[CH:23]=[CH:22][CH:21]=[CH:20][CH:19]=1.C(=O)([O-])[O-].[K+].[K+], predict the reaction product. The product is: [CH2:17]([CH:24]1[CH2:29][CH2:28][N:27]([CH2:7][C:6]2[N:5]([CH3:9])[N:4]([CH:10]3[CH2:15][CH2:14][CH2:13][CH2:12][CH2:11]3)[C:3](=[O:16])[C:2]=2[Br:1])[CH2:26][CH2:25]1)[C:18]1[CH:23]=[CH:22][CH:21]=[CH:20][CH:19]=1. (6) Given the reactants [NH:1]1[CH2:6][CH2:5][CH:4]([NH:7][C:8](=[O:14])[O:9][C:10]([CH3:13])([CH3:12])[CH3:11])[CH2:3][CH2:2]1.[H-].[Na+].FC(F)(F)S(O[CH2:23][C:24]([F:27])([F:26])[F:25])(=O)=O, predict the reaction product. The product is: [F:25][C:24]([F:27])([F:26])[CH2:23][N:1]1[CH2:2][CH2:3][CH:4]([NH:7][C:8](=[O:14])[O:9][C:10]([CH3:11])([CH3:13])[CH3:12])[CH2:5][CH2:6]1. (7) Given the reactants [CH3:1][Si:2]([CH3:7])([CH3:6])[CH2:3][CH2:4][OH:5].C(N(CC)CC)C.[Cl:15][C:16](Cl)([O:18]C(=O)OC(Cl)(Cl)Cl)Cl, predict the reaction product. The product is: [C:16]([Cl:15])(=[O:18])[O:5][CH2:4][CH2:3][Si:2]([CH3:7])([CH3:6])[CH3:1]. (8) Given the reactants [Cl:1][C:2]1[N:7]=[C:6]([Cl:8])[C:5]([CH:9](O)[CH3:10])=[CH:4][N:3]=1.C(N(C(C)C)CC)(C)C.P(Br)(Br)([Br:23])=O, predict the reaction product. The product is: [Cl:1][C:2]1[N:7]=[C:6]([Cl:8])[C:5]([CH:9]([Br:23])[CH3:10])=[CH:4][N:3]=1.